This data is from Full USPTO retrosynthesis dataset with 1.9M reactions from patents (1976-2016). The task is: Predict the reactants needed to synthesize the given product. (1) Given the product [O:1]=[C:2]1[C:8]2[CH:9]=[CH:10][CH:11]=[CH:12][C:7]=2[CH2:6][CH2:5][CH2:4][CH:3]1[CH2:13][C:14]([OH:16])=[O:15], predict the reactants needed to synthesize it. The reactants are: [O:1]=[C:2]1[C:8]2[CH:9]=[CH:10][CH:11]=[CH:12][C:7]=2[CH2:6][CH2:5][CH2:4][CH:3]1[CH2:13][C:14]([O:16]CC)=[O:15].[OH-].[K+]. (2) The reactants are: [NH2:1][CH:2]1[CH2:7][CH2:6][CH2:5][CH:4]([C:8]([OH:10])=[O:9])[CH2:3]1.[OH-].[K+].[C:13](=[S:15])=[S:14].Cl[CH2:17][C:18](O)=[O:19]. Given the product [O:19]=[C:18]1[CH2:17][S:14][C:13](=[S:15])[N:1]1[CH:2]1[CH2:7][CH2:6][CH2:5][CH:4]([C:8]([OH:10])=[O:9])[CH2:3]1, predict the reactants needed to synthesize it.